From a dataset of Forward reaction prediction with 1.9M reactions from USPTO patents (1976-2016). Predict the product of the given reaction. (1) Given the reactants Br[C:2]1[CH:3]=[C:4]([CH3:9])[CH:5]=[CH:6][C:7]=1[Cl:8].[NH2:10][C:11]1[CH:12]=[C:13]2[C:18]3=[C:19]([CH2:21][CH2:22][N:17]3[CH2:16][C@@H:15]3[CH2:23][N:24](C(OC(C)(C)C)=O)[CH2:25][C@H:14]23)[CH:20]=1, predict the reaction product. The product is: [Cl:8][C:7]1[CH:6]=[CH:5][C:4]([CH3:9])=[CH:3][C:2]=1[NH:10][C:11]1[CH:12]=[C:13]2[C:18]3=[C:19]([CH2:21][CH2:22][N:17]3[CH2:16][C@@H:15]3[CH2:23][NH:24][CH2:25][C@H:14]23)[CH:20]=1. (2) Given the reactants Br[C:2]1[CH:7]=[CH:6][C:5]([CH3:8])=[CH:4][C:3]=1[Cl:9].[Cu][C:11]#[N:12].C(OCC)(=O)C, predict the reaction product. The product is: [Cl:9][C:3]1[CH:4]=[C:5]([CH3:8])[CH:6]=[CH:7][C:2]=1[C:11]#[N:12]. (3) Given the reactants [C:1]([C:4]1[C:9]([C:10]2[CH:15]=[CH:14][CH:13]=[CH:12][CH:11]=2)=[N:8][N:7]([CH2:16][CH3:17])[C:6](=[O:18])[C:5]=1[N+:19]([O-])=O)(=[O:3])[CH3:2].N[C:23]1[C:28]([CH3:29])=[CH:27][CH:26]=[CH:25][N:24]=1, predict the reaction product. The product is: [C:1]([C:4]1[C:9]([C:10]2[CH:15]=[CH:14][CH:13]=[CH:12][CH:11]=2)=[N:8][N:7]([CH2:16][CH3:17])[C:6](=[O:18])[C:5]=1[NH:19][C:23]1[C:28]([CH3:29])=[CH:27][CH:26]=[CH:25][N:24]=1)(=[O:3])[CH3:2]. (4) Given the reactants [H-].[Na+].Cl[C:4]1[C:13]2[C:8](=[CH:9][C:10]([O:15][CH3:16])=[C:11]([F:14])[CH:12]=2)[CH:7]=[C:6]([NH:17][C:18]2[CH:22]=[C:21]([CH3:23])[NH:20][N:19]=2)[N:5]=1.[C:24]([OH:27])(=O)[CH3:25].[CH3:28]OCCOC, predict the reaction product. The product is: [F:14][C:11]1[CH:12]=[C:13]2[C:8]([CH:7]=[C:6]([NH:17][C:18]3[CH:22]=[C:21]([CH3:23])[NH:20][N:19]=3)[N:5]=[C:4]2[O:27][CH:24]([CH3:25])[CH3:28])=[CH:9][C:10]=1[O:15][CH3:16]. (5) Given the reactants [Cl:1][C:2]1[CH:7]=[CH:6][C:5]([N:8]2[CH2:12][CH2:11][C@@H:10]([NH:13]C(OCC3C=CC=CC=3)=O)[C:9]2=[O:24])=[CH:4][CH:3]=1, predict the reaction product. The product is: [NH2:13][C@@H:10]1[CH2:11][CH2:12][N:8]([C:5]2[CH:6]=[CH:7][C:2]([Cl:1])=[CH:3][CH:4]=2)[C:9]1=[O:24]. (6) Given the reactants [CH3:1][O:2][C:3]1[CH:4]=[C:5]2[C:10](=[CH:11][CH:12]=1)[C:9](=O)[NH:8][CH:7]=[C:6]2[N:14]1[CH2:19][CH2:18][N:17]([CH3:20])[CH2:16][CH2:15]1.O=P(Cl)(Cl)[Cl:23], predict the reaction product. The product is: [Cl:23][C:9]1[C:10]2[C:5](=[CH:4][C:3]([O:2][CH3:1])=[CH:12][CH:11]=2)[C:6]([N:14]2[CH2:19][CH2:18][N:17]([CH3:20])[CH2:16][CH2:15]2)=[CH:7][N:8]=1. (7) The product is: [Br:1][C:2]1[C:11]2[C:6](=[CH:7][CH:8]=[CH:9][CH:10]=2)[CH:5]=[C:4]([C:12]([O:14][CH2:15][CH3:16])=[O:13])[C:3]=1[O:17][CH2:19][CH2:20][S:21][CH3:22]. Given the reactants [Br:1][C:2]1[C:11]2[C:6](=[CH:7][CH:8]=[CH:9][CH:10]=2)[CH:5]=[C:4]([C:12]([O:14][CH2:15][CH3:16])=[O:13])[C:3]=1[OH:17].Cl[CH2:19][CH2:20][S:21][CH3:22], predict the reaction product. (8) Given the reactants [CH3:1][CH:2]1[NH:7][CH2:6][CH2:5][N:4]([C:8]2[CH:15]=[CH:14][C:11]([C:12]#[N:13])=[CH:10][N:9]=2)[CH2:3]1.[F:16][C:17]([F:33])([F:32])[C:18]1[O:22][N:21]=[C:20]([C:23]2[CH:24]=[C:25]([CH:29]=[CH:30][CH:31]=2)[C:26](O)=[O:27])[N:19]=1, predict the reaction product. The product is: [CH3:1][CH:2]1[N:7]([C:26](=[O:27])[C:25]2[CH:29]=[CH:30][CH:31]=[C:23]([C:20]3[N:19]=[C:18]([C:17]([F:33])([F:32])[F:16])[O:22][N:21]=3)[CH:24]=2)[CH2:6][CH2:5][N:4]([C:8]2[CH:15]=[CH:14][C:11]([C:12]#[N:13])=[CH:10][N:9]=2)[CH2:3]1. (9) Given the reactants [CH2:1]([C:3]1[CH:4]=[C:5]([O:18][CH2:19][CH2:20][CH2:21][N:22]([CH3:30])[C:23](=[O:29])[O:24][C:25]([CH3:28])([CH3:27])[CH3:26])[CH:6]=[CH:7][C:8]=1B1OC(C)(C)C(C)(C)O1)[CH3:2].Br[C:32]1[O:36][C:35]([C:37]2[CH:38]=[CH:39][C:40]([O:45][CH:46]([CH3:48])[CH3:47])=[C:41]([CH:44]=2)[C:42]#[N:43])=[N:34][N:33]=1.P([O-])([O-])([O-])=O.[K+].[K+].[K+], predict the reaction product. The product is: [C:42]([C:41]1[CH:44]=[C:37]([C:35]2[O:36][C:32]([C:8]3[CH:7]=[CH:6][C:5]([O:18][CH2:19][CH2:20][CH2:21][N:22]([CH3:30])[C:23](=[O:29])[O:24][C:25]([CH3:26])([CH3:27])[CH3:28])=[CH:4][C:3]=3[CH2:1][CH3:2])=[N:33][N:34]=2)[CH:38]=[CH:39][C:40]=1[O:45][CH:46]([CH3:48])[CH3:47])#[N:43]. (10) The product is: [Cl:47][C:44]1[CH:43]=[CH:42][C:41]([C:34]2[CH:35]=[CH:36][C:37]([O:39][CH3:40])=[CH:38][C:33]=2[CH2:32][O:1][C:2]2[CH:7]=[CH:6][C:5]([C:8]3[N:12]([CH:13]4[CH2:14][CH2:15][CH2:16][CH2:17][CH2:18]4)[C:11]4[CH:19]=[CH:20][C:21]([C:23]#[N:24])=[CH:22][C:10]=4[N:9]=3)=[CH:4][CH:3]=2)=[CH:46][CH:45]=1. Given the reactants [OH:1][C:2]1[CH:7]=[CH:6][C:5]([C:8]2[N:12]([CH:13]3[CH2:18][CH2:17][CH2:16][CH2:15][CH2:14]3)[C:11]3[CH:19]=[CH:20][C:21]([C:23]#[N:24])=[CH:22][C:10]=3[N:9]=2)=[CH:4][CH:3]=1.C(=O)([O-])[O-].[Cs+].[Cs+].Br[CH2:32][C:33]1[CH:38]=[C:37]([O:39][CH3:40])[CH:36]=[CH:35][C:34]=1[C:41]1[CH:46]=[CH:45][C:44]([Cl:47])=[CH:43][CH:42]=1, predict the reaction product.